The task is: Predict the reactants needed to synthesize the given product.. This data is from Full USPTO retrosynthesis dataset with 1.9M reactions from patents (1976-2016). (1) Given the product [CH2:28]([N:25]1[C:26]([CH3:27])=[C:22]([C:20]2[CH:19]=[C:4]3[C:3]([C@:2]4([CH3:1])[C:8]([CH3:10])([CH3:9])[C@H:5]3[CH2:6][CH2:7]4)=[N:37][N:36]=2)[CH:23]=[N:24]1)[C:29]1[CH:34]=[CH:33][CH:32]=[CH:31][CH:30]=1, predict the reactants needed to synthesize it. The reactants are: [CH3:1][C@@:2]12[C:8]([CH3:10])([CH3:9])[C@@H:5]([CH2:6][CH2:7]1)[C:4](=O)[C:3]2=O.COP([CH2:19][C:20]([C:22]1[CH:23]=[N:24][N:25]([CH2:28][C:29]2[CH:34]=[CH:33][CH:32]=[CH:31][CH:30]=2)[C:26]=1[CH3:27])=O)(=O)OC.O.[NH2:36][NH2:37]. (2) Given the product [NH2:8][C:9]1[C:14]([C:15]([O:17][C:18]([CH3:19])([CH3:20])[CH3:21])=[O:16])=[C:13]([Cl:22])[N:12]=[C:11]([Cl:23])[CH:10]=1, predict the reactants needed to synthesize it. The reactants are: C(OC([NH:8][C:9]1[C:14]([C:15]([O:17][C:18]([CH3:21])([CH3:20])[CH3:19])=[O:16])=[C:13]([Cl:22])[N:12]=[C:11]([Cl:23])[CH:10]=1)=O)(C)(C)C.C(OC(=O)C)C.Cl.[OH-].[Na+]. (3) The reactants are: [CH:1]1[C:6]2[S:7][CH2:8][CH2:9][CH2:10][O:11][C:5]=2[C:4]([C:12]([OH:14])=O)=[CH:3][CH:2]=1.C1C=CC2N(O)N=[N:21]C=2C=1.CCN=C=NCCCN(C)C.Cl.N. Given the product [CH:1]1[C:6]2[S:7][CH2:8][CH2:9][CH2:10][O:11][C:5]=2[C:4]([C:12]([NH2:21])=[O:14])=[CH:3][CH:2]=1, predict the reactants needed to synthesize it. (4) Given the product [C:1]([O:5][C:6]([NH:8][C@@H:9]([C:19]([NH:28][CH2:27][C:26]([O:25][CH2:23][CH3:24])=[O:29])=[O:21])[CH2:10][C:11]1[CH:16]=[CH:15][C:14]([Cl:17])=[CH:13][C:12]=1[Cl:18])=[O:7])([CH3:2])([CH3:3])[CH3:4], predict the reactants needed to synthesize it. The reactants are: [C:1]([O:5][C:6]([NH:8][C@@H:9]([C:19]([OH:21])=O)[CH2:10][C:11]1[CH:16]=[CH:15][C:14]([Cl:17])=[CH:13][C:12]=1[Cl:18])=[O:7])([CH3:4])([CH3:3])[CH3:2].Cl.[CH2:23]([O:25][C:26](=[O:29])[CH2:27][NH2:28])[CH3:24].CCN=C=NCCCN(C)C.Cl.C1C=CC2N(O)N=NC=2C=1. (5) Given the product [NH2:8][C:6]1[CH:5]=[C:4]([O:11][CH3:12])[C:3]([OH:13])=[C:2]([Cl:1])[CH:7]=1, predict the reactants needed to synthesize it. The reactants are: [Cl:1][C:2]1[CH:7]=[C:6]([N+:8]([O-])=O)[CH:5]=[C:4]([O:11][CH3:12])[C:3]=1[OH:13]. (6) The reactants are: [Br:1][C:2]1[CH:11]=[C:10]2[C:5]([C:6]([NH:15][CH2:16][C:17]([CH3:20])([OH:19])[CH3:18])=[C:7]([N+:12]([O-])=O)[CH:8]=[N:9]2)=[CH:4][CH:3]=1. Given the product [NH2:12][C:7]1[CH:8]=[N:9][C:10]2[C:5]([C:6]=1[NH:15][CH2:16][C:17]([CH3:18])([OH:19])[CH3:20])=[CH:4][CH:3]=[C:2]([Br:1])[CH:11]=2, predict the reactants needed to synthesize it. (7) Given the product [CH:31]1[C:40]2[C:35](=[CH:36][CH:37]=[CH:38][CH:39]=2)[CH:34]=[CH:33][C:32]=1[C:41]([NH:1][C:2]1[CH:23]=[CH:22][C:5]([CH2:6][N:7]2[C:15]3[C:10](=[CH:11][CH:12]=[CH:13][CH:14]=3)[C:9]([CH2:16][C:17]([O:19][CH3:20])=[O:18])=[C:8]2[CH3:21])=[CH:4][CH:3]=1)=[O:42], predict the reactants needed to synthesize it. The reactants are: [NH2:1][C:2]1[CH:23]=[CH:22][C:5]([CH2:6][N:7]2[C:15]3[C:10](=[CH:11][CH:12]=[CH:13][CH:14]=3)[C:9]([CH2:16][C:17]([O:19][CH3:20])=[O:18])=[C:8]2[CH3:21])=[CH:4][CH:3]=1.C(N(CC)CC)C.[CH:31]1[C:40]2[C:35](=[CH:36][CH:37]=[CH:38][CH:39]=2)[CH:34]=[CH:33][C:32]=1[C:41](Cl)=[O:42].C(=O)(O)[O-].[Na+]. (8) Given the product [Cl:1][C:2]1[N:3]=[C:4]([N:14]2[CH2:19][CH2:18][O:17][CH2:16][CH2:15]2)[C:5]2[S:10][C:9]([CH2:11][N:12]([CH:29]3[CH2:30][CH2:31][N:26]([CH:20]4[CH2:25][CH2:24][CH2:23][CH2:22][CH2:21]4)[CH2:27][CH2:28]3)[CH3:13])=[CH:8][C:6]=2[N:7]=1, predict the reactants needed to synthesize it. The reactants are: [Cl:1][C:2]1[N:3]=[C:4]([N:14]2[CH2:19][CH2:18][O:17][CH2:16][CH2:15]2)[C:5]2[S:10][C:9]([CH2:11][NH:12][CH3:13])=[CH:8][C:6]=2[N:7]=1.[CH:20]1([N:26]2[CH2:31][CH2:30][C:29](=O)[CH2:28][CH2:27]2)[CH2:25][CH2:24][CH2:23][CH2:22][CH2:21]1.